From a dataset of Forward reaction prediction with 1.9M reactions from USPTO patents (1976-2016). Predict the product of the given reaction. Given the reactants F[P-](F)(F)(F)(F)F.N1(OC(N(C)C)=[N+](C)C)C2C=CC=CC=2N=N1.[F:25][C:26]1[CH:34]=[CH:33][C:32]([CH2:35][C:36]2[C:45]3[C:40](=[CH:41][CH:42]=[CH:43][CH:44]=3)[C:39](=[O:46])[NH:38][N:37]=2)=[CH:31][C:27]=1[C:28]([OH:30])=O.C(N(CC)CC)C.[CH3:54][O:55][C:56]1([CH3:62])[CH2:61][CH2:60][NH:59][CH2:58][CH2:57]1, predict the reaction product. The product is: [F:25][C:26]1[CH:34]=[CH:33][C:32]([CH2:35][C:36]2[C:45]3[C:40](=[CH:41][CH:42]=[CH:43][CH:44]=3)[C:39](=[O:46])[NH:38][N:37]=2)=[CH:31][C:27]=1[C:28]([N:59]1[CH2:60][CH2:61][C:56]([O:55][CH3:54])([CH3:62])[CH2:57][CH2:58]1)=[O:30].